From a dataset of Experimentally validated miRNA-target interactions with 360,000+ pairs, plus equal number of negative samples. Binary Classification. Given a miRNA mature sequence and a target amino acid sequence, predict their likelihood of interaction. Result: 1 (interaction). The miRNA is hsa-miR-6739-3p with sequence AUUGUUCUGUCUUUCUCCCAG. The protein sequence of the target gene is MEALRNPMPLGSSEEALGDLACSSLTGASRDLGTGAVASGTQEETSGPRGDPQQTPSLEKERHTPSRTGPGAAGRTLPRRSRSWERAPRSSRGAQAAACHTSHHSAGSRPGGHLGGQAVGTPNCVPVEGPGCTKEEDVLASSACVSTDGGSLHCHNPSGPSDVPARQPHPEQEGWPPGTGDFPSQVPKQVLDVSQELLQSGVVTLPGTRDRHGRAVVQVRTRSLLWTREHSSCAELTRLLLYFHSIPRKEVRDLGLVVLVDARRSPAAPAVSQALSGLQNNTSPIIHSILLLVDKESAFR....